Dataset: Forward reaction prediction with 1.9M reactions from USPTO patents (1976-2016). Task: Predict the product of the given reaction. (1) Given the reactants [NH2:1][C:2]1[C:3]([Br:8])=[N:4][CH:5]=[CH:6][CH:7]=1.[C:9](O[C:9]([O:11][C:12]([CH3:15])([CH3:14])[CH3:13])=[O:10])([O:11][C:12]([CH3:15])([CH3:14])[CH3:13])=[O:10].C[Si]([N-][Si](C)(C)C)(C)C.[Na+], predict the reaction product. The product is: [C:12]([O:11][C:9](=[O:10])[NH:1][C:2]1[C:3]([Br:8])=[N:4][CH:5]=[CH:6][CH:7]=1)([CH3:15])([CH3:14])[CH3:13]. (2) The product is: [Br:23][C:24]1[CH:29]=[C:28]([CH:27]=[CH:26][C:25]=1[F:32])[CH2:30][C:13]1([C:16]([O:18][C:19]([CH3:22])([CH3:21])[CH3:20])=[O:17])[CH2:15][CH2:14]1. Given the reactants C(NC(C)C)(C)C.C([Li])CCC.[CH:13]1([C:16]([O:18][C:19]([CH3:22])([CH3:21])[CH3:20])=[O:17])[CH2:15][CH2:14]1.[Br:23][C:24]1[CH:29]=[C:28]([CH2:30]Br)[CH:27]=[CH:26][C:25]=1[F:32].[Cl-].[NH4+], predict the reaction product.